From a dataset of Catalyst prediction with 721,799 reactions and 888 catalyst types from USPTO. Predict which catalyst facilitates the given reaction. (1) Reactant: [CH3:1][C:2]1([CH3:15])[CH:7]=[CH:6][C:5]2[C:8]([OH:14])=[C:9]([CH:12]=[O:13])[CH:10]=[CH:11][C:4]=2[O:3]1.[C:16](Cl)(=[O:23])[C:17]1[CH:22]=[CH:21][CH:20]=[CH:19][CH:18]=1.C([O-])([O-])=O.[K+].[K+]. Product: [C:16]([O:14][C:8]1[C:5]2[CH:6]=[CH:7][C:2]([CH3:15])([CH3:1])[O:3][C:4]=2[CH:11]=[CH:10][C:9]=1[CH:12]=[O:13])(=[O:23])[C:17]1[CH:22]=[CH:21][CH:20]=[CH:19][CH:18]=1. The catalyst class is: 21. (2) Reactant: [F:1][C:2]([F:20])([F:19])[C:3]1[CH:8]=[CH:7][C:6]([CH:9]2[CH2:14][NH:13][CH2:12][CH:11]([C:15]([O:17][CH3:18])=[O:16])[CH2:10]2)=[CH:5][CH:4]=1.[N+](C1C=CC([CH:30]2[CH2:35][S:34](=[O:37])(=[O:36])[CH2:33][CH2:32][N:31]2[C:38]([O-])=[O:39])=CC=1)([O-])=O.N12CCCN=C1CCCCC2. Product: [O:36]=[S:34]1(=[O:37])[CH2:35][CH2:30][N:31]([C:38]([N:13]2[CH2:14][CH:9]([C:6]3[CH:7]=[CH:8][C:3]([C:2]([F:19])([F:1])[F:20])=[CH:4][CH:5]=3)[CH2:10][CH:11]([C:15]([O:17][CH3:18])=[O:16])[CH2:12]2)=[O:39])[CH2:32][CH2:33]1. The catalyst class is: 60.